This data is from Peptide-MHC class I binding affinity with 185,985 pairs from IEDB/IMGT. The task is: Regression. Given a peptide amino acid sequence and an MHC pseudo amino acid sequence, predict their binding affinity value. This is MHC class I binding data. (1) The peptide sequence is RYKSRCYIF. The MHC is HLA-A24:03 with pseudo-sequence HLA-A24:03. The binding affinity (normalized) is 0.901. (2) The peptide sequence is RAPHLPPQW. The MHC is HLA-A02:01 with pseudo-sequence HLA-A02:01. The binding affinity (normalized) is 0.213. (3) The peptide sequence is KAIGTVLV. The MHC is HLA-C04:01 with pseudo-sequence HLA-C04:01. The binding affinity (normalized) is 0.0847. (4) The peptide sequence is GSYLNETHF. The MHC is H-2-Kb with pseudo-sequence H-2-Kb. The binding affinity (normalized) is 0.432.